Dataset: Reaction yield outcomes from USPTO patents with 853,638 reactions. Task: Predict the reaction yield, written as a fraction of the theoretical maximum amount of product (1.0 means a 100% yield; for example, 0.34 means a 34% yield). (1) The reactants are [CH2:1]([N:3]1[C:11]2[C:6](=[CH:7][CH:8]=[C:9]([O:12][CH3:13])[CH:10]=2)[C:5]([C:14](=O)[CH3:15])=[CH:4]1)[CH3:2].C(N1C2C(=CC=C(OC)C=2)C=C1)C.Cl.[OH:31][NH2:32].CC([O-])=O.[Na+]. The catalyst is CCO. The product is [CH2:1]([N:3]1[C:11]2[C:6](=[CH:7][CH:8]=[C:9]([O:12][CH3:13])[CH:10]=2)[C:5]([C:14](=[N:32][OH:31])[CH3:15])=[CH:4]1)[CH3:2]. The yield is 0.920. (2) The reactants are Cl.[Cl:2][C:3]1[CH:8]=[CH:7][CH:6]=[CH:5][C:4]=1[CH:9]([N:13]1[CH2:18][CH2:17][N:16]([CH3:19])[CH2:15][CH2:14]1)[C:10]([OH:12])=[O:11].BrC(C1C=CC=CC=1[F:31])C(O)=O. The catalyst is C(#N)C. The product is [ClH:2].[F:31][C:3]1[CH:8]=[CH:7][CH:6]=[CH:5][C:4]=1[CH:9]([N:13]1[CH2:18][CH2:17][N:16]([CH3:19])[CH2:15][CH2:14]1)[C:10]([OH:12])=[O:11]. The yield is 0.130. (3) The reactants are [C:1]1([C:7]2[N:11]=[C:10]([N:12]3[CH2:17][CH2:16][NH:15][CH2:14][CH2:13]3)[S:9][N:8]=2)[CH:6]=[CH:5][CH:4]=[CH:3][CH:2]=1.C(N(CC)CC)C.[C:25]1([N:31]=[C:32]=[O:33])[CH:30]=[CH:29][CH:28]=[CH:27][CH:26]=1.C(OC(C)C)(C)C. The catalyst is O1CCCC1. The product is [C:25]1([NH:31][C:32]([N:15]2[CH2:16][CH2:17][N:12]([C:10]3[S:9][N:8]=[C:7]([C:1]4[CH:2]=[CH:3][CH:4]=[CH:5][CH:6]=4)[N:11]=3)[CH2:13][CH2:14]2)=[O:33])[CH:30]=[CH:29][CH:28]=[CH:27][CH:26]=1. The yield is 0.804. (4) The reactants are Br[C:2]1[N:6]=[CH:5][N:4]([C:7]2[CH:12]=[CH:11][C:10]([O:13][C:14]([F:20])([F:19])[C:15]([F:18])([F:17])[F:16])=[CH:9][CH:8]=2)[N:3]=1.CC1(C)C(C)(C)OB([C:29]2[CH:35]=[CH:34][C:32]([NH2:33])=[CH:31][CH:30]=2)O1.C([O-])([O-])=O.[K+].[K+]. The catalyst is C1C=CC([P]([Pd]([P](C2C=CC=CC=2)(C2C=CC=CC=2)C2C=CC=CC=2)([P](C2C=CC=CC=2)(C2C=CC=CC=2)C2C=CC=CC=2)[P](C2C=CC=CC=2)(C2C=CC=CC=2)C2C=CC=CC=2)(C2C=CC=CC=2)C2C=CC=CC=2)=CC=1.COCCOC.O. The product is [F:19][C:14]([F:20])([O:13][C:10]1[CH:11]=[CH:12][C:7]([N:4]2[CH:5]=[N:6][C:2]([C:29]3[CH:35]=[CH:34][C:32]([NH2:33])=[CH:31][CH:30]=3)=[N:3]2)=[CH:8][CH:9]=1)[C:15]([F:18])([F:17])[F:16]. The yield is 0.680. (5) The reactants are [NH2:1][C:2]1[C:7]([N+:8]([O-:10])=[O:9])=[CH:6][CH:5]=[CH:4][C:3]=1[OH:11].[Cl:12]N1C(=O)CCC1=O. The catalyst is C(#N)C. The product is [NH2:1][C:2]1[C:7]([N+:8]([O-:10])=[O:9])=[CH:6][C:5]([Cl:12])=[CH:4][C:3]=1[OH:11]. The yield is 1.00.